This data is from Full USPTO retrosynthesis dataset with 1.9M reactions from patents (1976-2016). The task is: Predict the reactants needed to synthesize the given product. (1) Given the product [Cl:1][CH2:2][C:3]1[CH:10]=[CH:9][C:6]([CH2:7][F:21])=[CH:5][CH:4]=1, predict the reactants needed to synthesize it. The reactants are: [Cl:1][CH2:2][C:3]1[CH:10]=[CH:9][C:6]([CH2:7]O)=[CH:5][CH:4]=1.O.C(=O)([O-])O.[Na+].CN(S(F)(F)[F:21])C. (2) Given the product [NH2:8][C:9]1[CH:14]=[CH:13][CH:12]=[CH:11][C:10]=1[N:15]([CH:33]1[CH2:38][CH2:37][CH2:36][CH2:35][CH2:34]1)[CH2:16][C@@H:17]([NH:22][S:23]([C:26]1[CH:31]=[CH:30][C:29]([CH3:32])=[CH:28][CH:27]=1)(=[O:25])=[O:24])[C:18]([O:20][CH3:21])=[O:19], predict the reactants needed to synthesize it. The reactants are: C(OC([NH:8][C:9]1[CH:14]=[CH:13][CH:12]=[CH:11][C:10]=1[N:15]([CH:33]1[CH2:38][CH2:37][CH2:36][CH2:35][CH2:34]1)[CH2:16][C@@H:17]([NH:22][S:23]([C:26]1[CH:31]=[CH:30][C:29]([CH3:32])=[CH:28][CH:27]=1)(=[O:25])=[O:24])[C:18]([O:20][CH3:21])=[O:19])=O)(C)(C)C.C(=O)(O)[O-].[Na+]. (3) Given the product [CH3:15][N:8]1[C:9]2[C:14](=[CH:13][CH:12]=[CH:11][CH:10]=2)[C:6]([CH:4]([CH3:5])[C:1]([OH:3])=[O:2])=[CH:7]1, predict the reactants needed to synthesize it. The reactants are: [C:1]([CH:4]([C:6]1[C:14]2[C:9](=[CH:10][CH:11]=[CH:12][CH:13]=2)[N:8]([CH3:15])[C:7]=1C(O)=O)[CH3:5])([OH:3])=[O:2].